The task is: Predict the product of the given reaction.. This data is from Forward reaction prediction with 1.9M reactions from USPTO patents (1976-2016). (1) Given the reactants [NH:1]1[C:5]2[CH:6]=[N:7][CH:8]=[C:9]([C:10]#[N:11])[C:4]=2[CH:3]=[CH:2]1.Cl.[NH2:13][OH:14].C(=O)(O)[O-].[Na+], predict the reaction product. The product is: [OH:14][NH:13][C:10]([C:9]1[C:4]2[CH:3]=[CH:2][NH:1][C:5]=2[CH:6]=[N:7][CH:8]=1)=[NH:11]. (2) Given the reactants C1CC([CH:7]([C:24]2[CH:32]=[CH:31][C:27]([C:28](O)=[O:29])=[CH:26][CH:25]=2)[C:8]2[CH:9]=[N:10][N:11]([C:13]3[CH:18]=[CH:17][C:16]([O:19][C:20]([F:23])([F:22])[F:21])=[CH:15][CH:14]=3)[CH:12]=2)CCC1.[CH:33]1[CH:34]=[CH:35][C:36]2N(O)N=N[C:37]=2[CH:38]=1.O.[NH2:44][C:45]1[NH:49][N:48]=[N:47][N:46]=1.CCN(C(C)C)C(C)C, predict the reaction product. The product is: [CH:38]1([C:12]2[N:11]([C:13]3[CH:14]=[CH:15][C:16]([O:19][C:20]([F:22])([F:23])[F:21])=[CH:17][CH:18]=3)[N:10]=[CH:9][C:8]=2[CH2:7][C:24]2[CH:32]=[CH:31][C:27]([C:28]([NH:44][C:45]3[NH:49][N:48]=[N:47][N:46]=3)=[O:29])=[CH:26][CH:25]=2)[CH2:33][CH2:34][CH2:35][CH2:36][CH2:37]1. (3) Given the reactants [Cl:1][C:2]1[N:6]([CH3:7])[N:5]=[C:4]([C:8]2[CH:13]=[CH:12][C:11]([O:14]C)=[C:10]([CH3:16])[CH:9]=2)[C:3]=1[CH3:17].Br, predict the reaction product. The product is: [Cl:1][C:2]1[N:6]([CH3:7])[N:5]=[C:4]([C:8]2[CH:13]=[CH:12][C:11]([OH:14])=[C:10]([CH3:16])[CH:9]=2)[C:3]=1[CH3:17]. (4) Given the reactants C([O:3][C:4](=[O:32])[CH2:5][C:6]1[CH:11]=[CH:10][C:9]([C:12]2[CH:17]=[CH:16][C:15]([C:18]([F:28])([CH3:27])[CH2:19][NH:20][S:21]([CH:24]([CH3:26])[CH3:25])(=[O:23])=[O:22])=[CH:14][CH:13]=2)=[CH:8][C:7]=1[N+:29]([O-:31])=[O:30])C.[OH-].[Na+].Cl, predict the reaction product. The product is: [F:28][C:18]([C:15]1[CH:14]=[CH:13][C:12]([C:9]2[CH:10]=[CH:11][C:6]([CH2:5][C:4]([OH:32])=[O:3])=[C:7]([N+:29]([O-:31])=[O:30])[CH:8]=2)=[CH:17][CH:16]=1)([CH3:27])[CH2:19][NH:20][S:21]([CH:24]([CH3:25])[CH3:26])(=[O:22])=[O:23]. (5) Given the reactants [CH3:1][O:2][C:3]1[CH:17]=[CH:16][C:6]([CH2:7][CH2:8][NH:9][CH2:10][CH2:11][C:12]([O:14][CH3:15])=[O:13])=[CH:5][CH:4]=1.[C:18]([C:20]1[CH:25]=[CH:24][C:23]([S:26](Cl)(=[O:28])=[O:27])=[CH:22][CH:21]=1)#[N:19].C(N(CC)CC)C, predict the reaction product. The product is: [CH3:1][O:2][C:3]1[CH:4]=[CH:5][C:6]([CH2:7][CH2:8][N:9]([S:26]([C:23]2[CH:22]=[CH:21][C:20]([C:18]#[N:19])=[CH:25][CH:24]=2)(=[O:28])=[O:27])[CH2:10][CH2:11][C:12]([O:14][CH3:15])=[O:13])=[CH:16][CH:17]=1. (6) The product is: [C:99]([N:102]1[CH2:107][CH2:106][N:105]([C:34]([C:33]2[CH:32]=[C:31]([CH:39]=[CH:38][CH:37]=2)[C:29]([NH:28][C:17]2[CH:18]=[CH:19][C:20]([N:22]3[CH2:27][CH2:26][CH2:25][CH2:24][CH2:23]3)=[CH:21][C:16]=2[C:12]2[CH:11]=[C:10]([CH:15]=[CH:14][N:13]=2)[C:8]([NH:7][CH2:6][C:5]2[CH:40]=[CH:41][CH:42]=[C:3]([C:2]([F:1])([F:44])[F:43])[CH:4]=2)=[O:9])=[O:30])=[O:35])[CH2:104][CH2:103]1)(=[O:101])[CH3:100]. Given the reactants [F:1][C:2]([F:44])([F:43])[C:3]1[CH:4]=[C:5]([CH:40]=[CH:41][CH:42]=1)[CH2:6][NH:7][C:8]([C:10]1[CH:15]=[CH:14][N:13]=[C:12]([C:16]2[CH:21]=[C:20]([N:22]3[CH2:27][CH2:26][CH2:25][CH2:24][CH2:23]3)[CH:19]=[CH:18][C:17]=2[NH:28][C:29]([C:31]2[CH:32]=[C:33]([CH:37]=[CH:38][CH:39]=2)[C:34](O)=[O:35])=[O:30])[CH:11]=1)=[O:9].FC(F)(F)C1C=C(C=CC=1)CNC(C1C=CN=C(C2C=C(N3CCCCC3)C=CC=2NC(=O)C2C=CC=C(C(N(CCC(NCCOC)=O)C)=O)C=2)C=1)=O.[C:99]([N:102]1[CH2:107][CH2:106][NH:105][CH2:104][CH2:103]1)(=[O:101])[CH3:100], predict the reaction product.